This data is from Catalyst prediction with 721,799 reactions and 888 catalyst types from USPTO. The task is: Predict which catalyst facilitates the given reaction. (1) Reactant: ClC[C:3]([C:5]1[CH:10]=[CH:9][C:8]([NH:11][C:12](=[O:20])[C:13]2[CH:18]=[CH:17][CH:16]=[CH:15][C:14]=2[CH3:19])=[CH:7][C:6]=1[CH3:21])=[O:4].ClCC(C1C=CC(C)=CC=1NC(=O)C1C=CC=CC=1C)=[O:25].Cl. Product: [CH3:21][C:6]1[CH:7]=[C:8]([NH:11][C:12](=[O:20])[C:13]2[CH:18]=[CH:17][CH:16]=[CH:15][C:14]=2[CH3:19])[CH:9]=[CH:10][C:5]=1[C:3]([OH:4])=[O:25]. The catalyst class is: 11. (2) Reactant: [CH2:1]([N:3]1[CH:7]=[C:6]([NH:8][C:9]2[N:14]=[CH:13][C:12]([O:15][CH2:16][C:17]3[CH:18]=[C:19]([CH:24]=[C:25]([O:28][CH3:29])[C:26]=3[F:27])[C:20]([O:22]C)=O)=[CH:11][N:10]=2)[CH:5]=[N:4]1)[CH3:2].[OH-].[Na+].Cl.CN.[CH3:35][N:36](C(ON1N=NC2C=CC=NC1=2)=[N+](C)C)C.F[P-](F)(F)(F)(F)F.CCN(C(C)C)C(C)C. Product: [CH2:1]([N:3]1[CH:7]=[C:6]([NH:8][C:9]2[N:14]=[CH:13][C:12]([O:15][CH2:16][C:17]3[CH:18]=[C:19]([CH:24]=[C:25]([O:28][CH3:29])[C:26]=3[F:27])[C:20]([NH:36][CH3:35])=[O:22])=[CH:11][N:10]=2)[CH:5]=[N:4]1)[CH3:2]. The catalyst class is: 475. (3) Reactant: [CH3:1][O:2][C:3]1[CH:15]=[CH:14][C:6]([CH2:7][NH:8][C:9]2[S:10][CH:11]=[CH:12][N:13]=2)=[CH:5][CH:4]=1.[Li+].C[Si]([N-][Si](C)(C)C)(C)C.[F:26][C:27]1[CH:28]=[C:29]([S:36](Cl)(=[O:38])=[O:37])[CH:30]=[CH:31][C:32]=1[N+:33]([O-:35])=[O:34]. Product: [F:26][C:27]1[CH:28]=[C:29]([S:36]([N:8]([CH2:7][C:6]2[CH:5]=[CH:4][C:3]([O:2][CH3:1])=[CH:15][CH:14]=2)[C:9]2[S:10][CH:11]=[CH:12][N:13]=2)(=[O:37])=[O:38])[CH:30]=[CH:31][C:32]=1[N+:33]([O-:35])=[O:34]. The catalyst class is: 1. (4) Reactant: [N+:1]([C:4]1[CH:15]=[CH:14][C:7]([CH2:8][CH:9]([C:12]#[N:13])[C:10]#[N:11])=[CH:6][CH:5]=1)([O-:3])=[O:2].[H-].[Na+].Br[CH2:19][CH2:20][F:21]. Product: [N+:1]([C:4]1[CH:5]=[CH:6][C:7]([CH2:8][C:9]([CH2:19][CH2:20][F:21])([C:10]#[N:11])[C:12]#[N:13])=[CH:14][CH:15]=1)([O-:3])=[O:2]. The catalyst class is: 9. (5) Reactant: [F:1][C:2]1[CH:7]=[CH:6][CH:5]=[CH:4][C:3]=1[C:8]1[CH:13]=[CH:12][CH:11]=[CH:10][C:9]=1[C:14]([F:21])([F:20])[C:15]([O:17]CC)=[O:16].O.[OH-].[Li+].C(O)(=O)CC(CC(O)=O)(C(O)=O)O. Product: [F:1][C:2]1[CH:7]=[CH:6][CH:5]=[CH:4][C:3]=1[C:8]1[CH:13]=[CH:12][CH:11]=[CH:10][C:9]=1[C:14]([F:20])([F:21])[C:15]([OH:17])=[O:16]. The catalyst class is: 670. (6) Reactant: [CH3:1][N:2]([CH2:4][C:5]1[CH:10]=[CH:9][C:8]([NH:11]/[C:12](=[C:26]2\[C:27](=[O:39])[N:28](C(=O)C)[C:29]3[C:34]\2=[CH:33][CH:32]=[C:31]([F:35])[CH:30]=3)/[C:13]2[CH:18]=[CH:17][C:16]([CH2:19][CH2:20][C:21]([O:23]CC)=[O:22])=[CH:15][CH:14]=2)=[CH:7][CH:6]=1)[CH3:3].[OH-].[Na+].Cl. Product: [CH3:1][N:2]([CH2:4][C:5]1[CH:6]=[CH:7][C:8]([NH:11]/[C:12](=[C:26]2\[C:27](=[O:39])[NH:28][C:29]3[C:34]\2=[CH:33][CH:32]=[C:31]([F:35])[CH:30]=3)/[C:13]2[CH:14]=[CH:15][C:16]([CH2:19][CH2:20][C:21]([OH:23])=[O:22])=[CH:17][CH:18]=2)=[CH:9][CH:10]=1)[CH3:3]. The catalyst class is: 5.